From a dataset of Full USPTO retrosynthesis dataset with 1.9M reactions from patents (1976-2016). Predict the reactants needed to synthesize the given product. (1) Given the product [NH2:1][CH:4]1[CH:9]([NH2:10])[CH2:8][CH2:7][N:6]([C:13]([O:15][CH2:16][C:17]2[CH:22]=[CH:21][CH:20]=[CH:19][CH:18]=2)=[O:14])[CH2:5]1, predict the reactants needed to synthesize it. The reactants are: [N:1]([CH:4]1[CH:9]([N:10]=[N+]=[N-])[CH2:8][CH2:7][N:6]([C:13]([O:15][CH2:16][C:17]2[CH:22]=[CH:21][CH:20]=[CH:19][CH:18]=2)=[O:14])[CH2:5]1)=[N+]=[N-].C1(P(C2C=CC=CC=2)C2C=CC=CC=2)C=CC=CC=1. (2) Given the product [CH3:3][C:2]([NH2:14])([C:4]1[CH:5]=[N:6][C:7]([C:10]([F:12])([F:13])[F:11])=[CH:8][CH:9]=1)[CH3:1], predict the reactants needed to synthesize it. The reactants are: [CH3:1][C:2]([NH:14]C(=O)C)([C:4]1[CH:5]=[N:6][C:7]([C:10]([F:13])([F:12])[F:11])=[CH:8][CH:9]=1)[CH3:3].Cl.O.[OH-].[Na+]. (3) Given the product [Cl:1][C:2]1[C:7]([O:8][C:9](=[O:11])[CH3:10])=[C:6]([F:12])[C:5]([CH:13]=[O:19])=[CH:4][CH:3]=1, predict the reactants needed to synthesize it. The reactants are: [Cl:1][C:2]1[C:7]([O:8][C:9](=[O:11])[CH3:10])=[C:6]([F:12])[C:5]([CH:13](Br)Br)=[CH:4][CH:3]=1.C([OH:19])(C)C. (4) Given the product [Cl:12][C:7]1[C:6]([C:13]2[CH:18]=[CH:17][CH:16]=[CH:15][CH:14]=2)=[CH:5][C:4]2[C:9](=[CH:10][CH:11]=[C:2]([C:31]([C:28]3[CH:29]=[CH:30][C:25]([Cl:24])=[CH:26][CH:27]=3)([C:33]3[N:37]([CH3:38])[CH:36]=[N:35][CH:34]=3)[OH:32])[CH:3]=2)[N:8]=1, predict the reactants needed to synthesize it. The reactants are: Br[C:2]1[CH:3]=[C:4]2[C:9](=[CH:10][CH:11]=1)[N:8]=[C:7]([Cl:12])[C:6]([C:13]1[CH:18]=[CH:17][CH:16]=[CH:15][CH:14]=1)=[CH:5]2.[Li]CCCC.[Cl:24][C:25]1[CH:30]=[CH:29][C:28]([C:31]([C:33]2[N:37]([CH3:38])[CH:36]=[N:35][CH:34]=2)=[O:32])=[CH:27][CH:26]=1. (5) Given the product [CH3:54][S:51]([C:43]1[CH:42]=[C:41]([CH:46]=[C:45]([C:47]([F:48])([F:49])[F:50])[CH:44]=1)[C:40]([N:4]([CH2:3][C:2]([F:1])([F:22])[F:23])[C:5]1[CH:6]=[N:7][CH:8]=[CH:9][C:10]=1[C:11]1[CH:16]=[CH:15][CH:14]=[CH:13][C:12]=1[O:17][C:18]([F:19])([F:20])[F:21])=[O:55])(=[O:53])=[O:52], predict the reactants needed to synthesize it. The reactants are: [F:1][C:2]([F:23])([F:22])[CH2:3][NH:4][C:5]1[CH:6]=[N:7][CH:8]=[CH:9][C:10]=1[C:11]1[CH:16]=[CH:15][CH:14]=[CH:13][C:12]=1[O:17][C:18]([F:21])([F:20])[F:19].FC1C=CC=C(OC)C=1C1C=CN=CC=1N(CC(F)(F)F)[C:40](=[O:55])[C:41]1[CH:46]=[C:45]([C:47]([F:50])([F:49])[F:48])[CH:44]=[C:43]([S:51]([CH3:54])(=[O:53])=[O:52])[CH:42]=1. (6) The reactants are: Cl[C:2]1[N:31]=[C:30]([CH3:32])[CH:29]=[CH:28][C:3]=1[C:4]([NH:6][C:7]1[CH:12]=[CH:11][C:10]([N:13]2[CH2:18][CH2:17][N:16]([CH2:19][C:20]3[CH:25]=[CH:24][CH:23]=[C:22]([C:26]#[N:27])[CH:21]=3)[CH2:15][CH2:14]2)=[CH:9][CH:8]=1)=[O:5].C(OCC)(=O)C.O.[CH3:40][NH:41][CH3:42].O1CCCC1. Given the product [C:26]([C:22]1[CH:21]=[C:20]([CH:25]=[CH:24][CH:23]=1)[CH2:19][N:16]1[CH2:17][CH2:18][N:13]([C:10]2[CH:11]=[CH:12][C:7]([NH:6][C:4](=[O:5])[C:3]3[CH:28]=[CH:29][C:30]([CH3:32])=[N:31][C:2]=3[N:41]([CH3:42])[CH3:40])=[CH:8][CH:9]=2)[CH2:14][CH2:15]1)#[N:27], predict the reactants needed to synthesize it. (7) Given the product [F:20][CH:2]([F:1])[O:3][C:4]1[CH:5]=[C:6]2[C:10](=[CH:11][CH:12]=1)[NH:9][N:8]=[C:7]2[Sn:30]([CH2:35][CH2:36][CH2:37][CH3:38])([CH2:31][CH2:32][CH2:33][CH3:21])[CH2:26][CH2:27][CH2:28][CH3:29], predict the reactants needed to synthesize it. The reactants are: [F:1][CH:2]([F:20])[O:3][C:4]1[CH:5]=[C:6]2[C:10](=[CH:11][CH:12]=1)[N:9](CCCN(C)C)[N:8]=[C:7]2I.[CH:21]([Mg]Cl)(C)C.[CH2:26]([Sn:30]([CH2:35][CH2:36][CH2:37][CH3:38])(Cl)[CH2:31][CH2:32][CH3:33])[CH2:27][CH2:28][CH3:29]. (8) Given the product [Br:16][CH2:7][C:6]1[N:5]([CH3:8])[N:4]([C:9]2[CH:10]=[CH:11][CH:12]=[CH:13][CH:14]=2)[C:3](=[O:15])[C:2]=1[F:1], predict the reactants needed to synthesize it. The reactants are: [F:1][C:2]1[C:3](=[O:15])[N:4]([C:9]2[CH:14]=[CH:13][CH:12]=[CH:11][CH:10]=2)[N:5]([CH3:8])[C:6]=1[CH3:7].[Br:16]NC(=O)CCC(N)=O.C(OOC(=O)C1C=CC=CC=1)(=O)C1C=CC=CC=1. (9) Given the product [Br:19][C:14]1[CH:15]=[N+:16]([O-:27])[CH:17]=[CH:18][C:13]=1[O:12][CH2:11][CH:1]1[CH2:10][CH2:5][CH2:4][CH2:3][CH2:2]1, predict the reactants needed to synthesize it. The reactants are: [C:1]12([CH2:11][O:12][C:13]3[CH:18]=[CH:17][N:16]=[CH:15][C:14]=3[Br:19])[CH2:10][CH:5]3CC(C[CH:3]([CH2:4]3)[CH2:2]1)C2.BrC1C=NC=CC=1[O:27]CC1CCCCC1.